From a dataset of Catalyst prediction with 721,799 reactions and 888 catalyst types from USPTO. Predict which catalyst facilitates the given reaction. (1) Reactant: C[O:2][C:3](=[O:51])[C@@H:4]([NH:29][C:30]([C:32]1[S:33][CH:34]=[CH:35][C:36]=1[NH:37][S:38]([C:41]1[C:49]2[O:48][CH2:47][CH2:46][C:45]=2[CH:44]=[C:43]([Br:50])[CH:42]=1)(=[O:40])=[O:39])=[O:31])[CH2:5][CH2:6][CH2:7][N:8]([S:12]([C:15]1[C:16]([CH3:28])=[C:17]([CH3:27])[C:18]2[O:22][C:21]([CH3:24])([CH3:23])[CH2:20][C:19]=2[C:25]=1[CH3:26])(=[O:14])=[O:13])[C:9]([NH2:11])=[NH:10].[OH-].[Li+]. Product: [Br:50][C:43]1[CH:42]=[C:41]([S:38]([NH:37][C:36]2[CH:35]=[CH:34][S:33][C:32]=2[C:30]([NH:29][C@@H:4]([CH2:5][CH2:6][CH2:7][N:8]([S:12]([C:15]2[C:16]([CH3:28])=[C:17]([CH3:27])[C:18]3[O:22][C:21]([CH3:24])([CH3:23])[CH2:20][C:19]=3[C:25]=2[CH3:26])(=[O:13])=[O:14])[C:9]([NH2:11])=[NH:10])[C:3]([OH:51])=[O:2])=[O:31])(=[O:39])=[O:40])[C:49]2[O:48][CH2:47][CH2:46][C:45]=2[CH:44]=1. The catalyst class is: 7. (2) Reactant: N1C=CC=CC=1.Cl[C:8]([O:10][CH:11]([Cl:13])[CH3:12])=[O:9].[C:14]([O:19][CH2:20][CH2:21][OH:22])(=[O:18])[C:15]([CH3:17])=[CH2:16]. Product: [C:8](=[O:9])([O:22][CH2:21][CH2:20][O:19][C:14](=[O:18])[C:15]([CH3:17])=[CH2:16])[O:10][CH:11]([Cl:13])[CH3:12]. The catalyst class is: 4. (3) Reactant: [CH3:1][C:2]([CH3:18])([CH3:17])[CH2:3][CH2:4][C:5]1[CH:10]=[C:9]([C:11]([F:14])([F:13])[F:12])[CH:8]=[CH:7][C:6]=1[CH2:15][NH2:16].C(N(C(C)C)CC)(C)C.COC([N:32]1[C:40]2[C:35](=[C:36]([NH:41][C:42](ON3C(=O)CCC3=O)=[O:43])[CH:37]=[CH:38][CH:39]=2)[CH:34]=[N:33]1)=O. Product: [CH3:1][C:2]([CH3:18])([CH3:17])[CH2:3][CH2:4][C:5]1[CH:10]=[C:9]([C:11]([F:12])([F:13])[F:14])[CH:8]=[CH:7][C:6]=1[CH2:15][NH:16][C:42]([NH:41][C:36]1[CH:37]=[CH:38][CH:39]=[C:40]2[C:35]=1[CH:34]=[N:33][NH:32]2)=[O:43]. The catalyst class is: 39.